This data is from Full USPTO retrosynthesis dataset with 1.9M reactions from patents (1976-2016). The task is: Predict the reactants needed to synthesize the given product. (1) Given the product [CH3:16][C:13]1([CH3:17])[O:12][C@H:11]([C@H:9]([O:8][C:6]2[N:5]=[C:4]([S:18][CH2:19][C:20]3[CH:25]=[CH:24][C:23]([F:26])=[CH:22][CH:21]=3)[N:3]=[C:2]([NH:35][S:32]([N:30]3[CH2:31][CH:28]([CH3:27])[CH2:29]3)(=[O:34])=[O:33])[CH:7]=2)[CH3:10])[CH2:15][O:14]1, predict the reactants needed to synthesize it. The reactants are: Cl[C:2]1[CH:7]=[C:6]([O:8][C@@H:9]([C@@H:11]2[CH2:15][O:14][C:13]([CH3:17])([CH3:16])[O:12]2)[CH3:10])[N:5]=[C:4]([S:18][CH2:19][C:20]2[CH:25]=[CH:24][C:23]([F:26])=[CH:22][CH:21]=2)[N:3]=1.[CH3:27][CH:28]1[CH2:31][N:30]([S:32]([NH2:35])(=[O:34])=[O:33])[CH2:29]1.C(=O)([O-])[O-].[K+].[K+].C1(P(C2CCCCC2)C2C=CC=CC=2C2C(C(C)C)=CC(C(C)C)=CC=2C(C)C)CCCCC1. (2) Given the product [O:69]=[S:22]1(=[O:21])[CH2:27][CH2:26][N:25]([CH2:28][CH2:29][NH:30][C@:31]23[CH2:65][CH2:64][C@@H:63]([C:66]([CH3:68])=[CH2:67])[C@@H:32]2[C@@H:33]2[C@@:46]([CH3:49])([CH2:47][CH2:48]3)[C@@:45]3([CH3:50])[C@@H:36]([C@:37]4([CH3:62])[C@@H:42]([CH2:43][CH2:44]3)[C:41]([CH3:52])([CH3:51])[C:40]([C:53]3[CH:61]=[CH:60][C:56]([C:57]([O:59][C@H:5]5[O:4][C@H:3]([C:11]([OH:13])=[O:12])[C@@H:2]([OH:1])[C@H:7]([OH:8])[C@H:6]5[OH:9])=[O:58])=[CH:55][CH:54]=3)=[CH:39][CH2:38]4)[CH2:35][CH2:34]2)[CH2:24][CH2:23]1, predict the reactants needed to synthesize it. The reactants are: [OH:1][C@H:2]1[C@H:7]([OH:8])[C@@H:6]([OH:9])[CH:5](O)[O:4][C@@H:3]1[C:11]([O:13]CC1C=CC=CC=1)=[O:12].[O:21]=[S:22]1(=[O:69])[CH2:27][CH2:26][N:25]([CH2:28][CH2:29][NH:30][C@:31]23[CH2:65][CH2:64][C@@H:63]([C:66]([CH3:68])=[CH2:67])[C@@H:32]2[C@@H:33]2[C@@:46]([CH3:49])([CH2:47][CH2:48]3)[C@@:45]3([CH3:50])[C@@H:36]([C@:37]4([CH3:62])[C@@H:42]([CH2:43][CH2:44]3)[C:41]([CH3:52])([CH3:51])[C:40]([C:53]3[CH:61]=[CH:60][C:56]([C:57]([OH:59])=[O:58])=[CH:55][CH:54]=3)=[CH:39][CH2:38]4)[CH2:35][CH2:34]2)[CH2:24][CH2:23]1.CN(C(ON1N=NC2C=CC=NC1=2)=[N+](C)C)C.F[P-](F)(F)(F)(F)F.CN1CCOCC1. (3) Given the product [Cl:35][C:36]1[CH:37]=[CH:38][C:39]2[N:40]([CH:42]=[C:43]([CH2:45][O:1][C:2]3[CH:3]=[CH:4][C:5]([C:8]4[C:9](=[O:23])[C:10]([CH3:21])([CH3:22])[O:11][C:12]=4[C:13]4[CH:18]=[CH:17][C:16]([O:19][CH3:20])=[CH:15][CH:14]=4)=[CH:6][CH:7]=3)[N:44]=2)[CH:41]=1, predict the reactants needed to synthesize it. The reactants are: [OH:1][C:2]1[CH:7]=[CH:6][C:5]([C:8]2[C:9](=[O:23])[C:10]([CH3:22])([CH3:21])[O:11][C:12]=2[C:13]2[CH:18]=[CH:17][C:16]([O:19][CH3:20])=[CH:15][CH:14]=2)=[CH:4][CH:3]=1.C(=O)([O-])[O-].[Cs+].[Cs+].CN(C=O)C.[Cl:35][C:36]1[CH:37]=[CH:38][C:39]2[N:40]([CH:42]=[C:43]([CH2:45]Cl)[N:44]=2)[CH:41]=1. (4) Given the product [Cl:9][C:7]1([Cl:10])[CH2:8][C:6]1([CH3:11])[C:4]([Cl:14])=[N:3][CH2:1][CH3:2], predict the reactants needed to synthesize it. The reactants are: [CH2:1]([NH:3][C:4]([C:6]1([CH3:11])[CH2:8][C:7]1([Cl:10])[Cl:9])=O)[CH3:2].S(Cl)([Cl:14])=O.[OH-].[Na+].